This data is from Reaction yield outcomes from USPTO patents with 853,638 reactions. The task is: Predict the reaction yield, written as a fraction of the theoretical maximum amount of product (1.0 means a 100% yield; for example, 0.34 means a 34% yield). (1) The reactants are [CH2:1]([C:3]1[C:8](=[O:9])[NH:7][C:6]([CH3:10])=[C:5]([C:11]2[O:15][C:14]([S:16]([Cl:19])(=[O:18])=[O:17])=[CH:13][CH:12]=2)[CH:4]=1)[CH3:2].[N:20]1[CH:25]=[CH:24][C:23]([N:26]2[CH2:31][CH2:30][NH:29][CH2:28][CH2:27]2)=[CH:22][CH:21]=1. No catalyst specified. The product is [ClH:19].[CH2:1]([C:3]1[C:8](=[O:9])[NH:7][C:6]([CH3:10])=[C:5]([C:11]2[O:15][C:14]([S:16]([N:29]3[CH2:30][CH2:31][N:26]([C:23]4[CH:24]=[CH:25][N:20]=[CH:21][CH:22]=4)[CH2:27][CH2:28]3)(=[O:18])=[O:17])=[CH:13][CH:12]=2)[CH:4]=1)[CH3:2]. The yield is 0.720. (2) The reactants are C([N:8]1[CH2:13][CH2:12][N:11]([C:14]2[CH:19]=[CH:18][N:17]=[C:16]3[NH:20][CH:21]=[C:22]([NH:23][C:24](=[O:31])[C:25]4[CH:30]=[CH:29][CH:28]=[N:27][CH:26]=4)[C:15]=23)[CH2:10][CH2:9]1)C1C=CC=CC=1. The catalyst is CO.Cl.[Pd]. The product is [N:11]1([C:14]2[CH:19]=[CH:18][N:17]=[C:16]3[NH:20][CH:21]=[C:22]([NH:23][C:24](=[O:31])[C:25]4[CH:30]=[CH:29][CH:28]=[N:27][CH:26]=4)[C:15]=23)[CH2:10][CH2:9][NH:8][CH2:13][CH2:12]1. The yield is 0.799. (3) The reactants are [Br:1][C:2]1[C:3](F)=[C:4]2[C:10]([NH:11][C:12]([CH:14]3[CH2:16][C:15]3([F:18])[F:17])=[O:13])=[CH:9][NH:8][C:5]2=[N:6][CH:7]=1.[NH:20]1[CH2:25][CH2:24][CH2:23][C@@H:22]([NH:26][C:27](=[O:33])[O:28][C:29]([CH3:32])([CH3:31])[CH3:30])[CH2:21]1.C(N(C(C)C)C(C)C)C.CCCCO. The catalyst is CC#N.O. The product is [Br:1][C:2]1[C:3]([N:20]2[CH2:25][CH2:24][CH2:23][C@@H:22]([NH:26][C:27](=[O:33])[O:28][C:29]([CH3:31])([CH3:30])[CH3:32])[CH2:21]2)=[C:4]2[C:10]([NH:11][C:12]([CH:14]3[CH2:16][C:15]3([F:18])[F:17])=[O:13])=[CH:9][NH:8][C:5]2=[N:6][CH:7]=1. The yield is 0.350. (4) The reactants are [NH:1]1[C:5]2[CH:6]=[CH:7][CH:8]=[CH:9][C:4]=2[N:3]=[C:2]1[CH2:10][N:11]1[C:15]2[CH:16]=[CH:17][CH:18]=[CH:19][C:14]=2[N:13]=[N:12]1.C(=O)([O-])[O-].[K+].[K+].Cl[CH2:27][C:28]([NH:30][CH3:31])=[O:29]. The catalyst is CN(C)C=O. The product is [N:11]1([CH2:10][C:2]2[N:1]([CH2:27][C:28]([NH:30][CH3:31])=[O:29])[C:5]3[CH:6]=[CH:7][CH:8]=[CH:9][C:4]=3[N:3]=2)[C:15]2[CH:16]=[CH:17][CH:18]=[CH:19][C:14]=2[N:13]=[N:12]1. The yield is 0.470.